Dataset: Forward reaction prediction with 1.9M reactions from USPTO patents (1976-2016). Task: Predict the product of the given reaction. The product is: [Br:24][C:23]1[CH:22]=[C:21]([C:25]([F:28])([F:27])[F:26])[CH:20]=[C:16]2[C:15]=1[N:14]=[CH:30][N:13]([NH:12][C:5]1[CH:6]=[C:7]([C:10]#[CH:11])[CH:8]=[CH:9][C:4]=1[S:3][CH2:1][CH3:2])[C:17]2=[O:18]. Given the reactants [CH2:1]([S:3][C:4]1[CH:9]=[CH:8][C:7]([C:10]#[CH:11])=[CH:6][C:5]=1[NH:12][NH2:13])[CH3:2].[NH2:14][C:15]1[C:23]([Br:24])=[CH:22][C:21]([C:25]([F:28])([F:27])[F:26])=[CH:20][C:16]=1[C:17](O)=[O:18].N[C:30]1C(C(NNC2C=C(C#N)C=CC=2SCC)=O)=CC(Br)=CN=1, predict the reaction product.